This data is from NCI-60 drug combinations with 297,098 pairs across 59 cell lines. The task is: Regression. Given two drug SMILES strings and cell line genomic features, predict the synergy score measuring deviation from expected non-interaction effect. (1) Drug 1: CN(CC1=CN=C2C(=N1)C(=NC(=N2)N)N)C3=CC=C(C=C3)C(=O)NC(CCC(=O)O)C(=O)O. Drug 2: CCCCCOC(=O)NC1=NC(=O)N(C=C1F)C2C(C(C(O2)C)O)O. Cell line: MALME-3M. Synergy scores: CSS=13.6, Synergy_ZIP=7.03, Synergy_Bliss=8.13, Synergy_Loewe=1.55, Synergy_HSA=7.33. (2) Drug 1: CC1=C2C(C(=O)C3(C(CC4C(C3C(C(C2(C)C)(CC1OC(=O)C(C(C5=CC=CC=C5)NC(=O)OC(C)(C)C)O)O)OC(=O)C6=CC=CC=C6)(CO4)OC(=O)C)OC)C)OC. Drug 2: C1C(C(OC1N2C=NC3=C2NC=NCC3O)CO)O. Cell line: SF-539. Synergy scores: CSS=49.5, Synergy_ZIP=3.24, Synergy_Bliss=4.52, Synergy_Loewe=-13.2, Synergy_HSA=5.48.